This data is from Retrosynthesis with 50K atom-mapped reactions and 10 reaction types from USPTO. The task is: Predict the reactants needed to synthesize the given product. (1) Given the product CCOC(=O)c1cnn(Cc2nc(-c3cccc(C(F)(F)F)c3)cs2)c1, predict the reactants needed to synthesize it. The reactants are: CCOC(=O)c1cnn(CC(N)=S)c1.O=C(CBr)c1cccc(C(F)(F)F)c1. (2) Given the product Cc1nc(Nc2cc(N[C@@H]3CCCC[C@@H]3NC(=O)OC(C)(C)C)cnc2C#N)ccc1C#N, predict the reactants needed to synthesize it. The reactants are: CC(C)(C)OC(=O)N[C@H]1CCCC[C@H]1Nc1cnc(C#N)c(Br)c1.Cc1nc(N)ccc1C#N.